Dataset: Full USPTO retrosynthesis dataset with 1.9M reactions from patents (1976-2016). Task: Predict the reactants needed to synthesize the given product. (1) Given the product [C:1]([CH2:9][CH2:10][C:11]([O:13][CH3:19])=[O:12])(=[O:8])[C:2]1[CH:7]=[CH:6][CH:5]=[CH:4][CH:3]=1, predict the reactants needed to synthesize it. The reactants are: [C:1]([CH2:9][CH2:10][C:11]([OH:13])=[O:12])(=[O:8])[C:2]1[CH:7]=[CH:6][CH:5]=[CH:4][CH:3]=1.OS(O)(=O)=O.[CH3:19]O. (2) Given the product [CH3:27][O:26][C:22]1[CH:23]=[C:24]2[C:19](=[C:20]([O:28][CH3:29])[CH:21]=1)[CH:18]=[N:17][C:16]([C:12]1[CH:13]=[C:14]([CH3:15])[C:9]([OH:8])=[C:10]([CH3:30])[CH:11]=1)=[CH:25]2, predict the reactants needed to synthesize it. The reactants are: C([O:8][C:9]1[C:14]([CH3:15])=[CH:13][C:12]([C:16]2[N:17]=[CH:18][C:19]3[C:24]([CH:25]=2)=[CH:23][C:22]([O:26][CH3:27])=[CH:21][C:20]=3[O:28][CH3:29])=[CH:11][C:10]=1[CH3:30])C1C=CC=CC=1. (3) Given the product [Cl:21][C:22]1[CH:23]=[C:24]([CH2:29][CH2:30][NH:31][CH2:17][C:16]2[CH:19]=[CH:20][C:13]([C:1]#[C:2][CH2:3][CH2:4][CH2:5][CH2:6][CH2:7][CH2:8][CH2:9][CH2:10][CH2:11][CH3:12])=[CH:14][CH:15]=2)[CH:25]=[CH:26][C:27]=1[Cl:28], predict the reactants needed to synthesize it. The reactants are: [C:1]([C:13]1[CH:20]=[CH:19][C:16]([CH:17]=O)=[CH:15][CH:14]=1)#[C:2][CH2:3][CH2:4][CH2:5][CH2:6][CH2:7][CH2:8][CH2:9][CH2:10][CH2:11][CH3:12].[Cl:21][C:22]1[CH:23]=[C:24]([CH2:29][CH2:30][NH2:31])[CH:25]=[CH:26][C:27]=1[Cl:28]. (4) Given the product [Na+:52].[F:21][C:18]1[CH:17]=[CH:16][C:15]([C:14]2[C:13]([C:22]3[CH:23]=[CH:24][CH:25]=[CH:26][CH:27]=3)=[C:12]([C:28](=[O:40])[NH:29][C:30]3[CH:35]=[CH:34][CH:33]=[C:32]([S:36](=[O:38])(=[O:39])[NH2:37])[CH:31]=3)[N:11]([CH:41]([CH3:42])[CH3:43])[C:10]=2[CH:9]=[CH:8][C@@H:7]([OH:44])[CH2:6][C@@H:5]([OH:45])[CH2:4][C:3]([O-:46])=[O:2])=[CH:20][CH:19]=1, predict the reactants needed to synthesize it. The reactants are: C[O:2][C:3](=[O:46])[CH2:4][C@H:5]([OH:45])[CH2:6][C@H:7]([OH:44])[CH:8]=[CH:9][C:10]1[N:11]([CH:41]([CH3:43])[CH3:42])[C:12]([C:28](=[O:40])[NH:29][C:30]2[CH:35]=[CH:34][CH:33]=[C:32]([S:36](=[O:39])(=[O:38])[NH2:37])[CH:31]=2)=[C:13]([C:22]2[CH:27]=[CH:26][CH:25]=[CH:24][CH:23]=2)[C:14]=1[C:15]1[CH:20]=[CH:19][C:18]([F:21])=[CH:17][CH:16]=1.C(O)C.O.[OH-].[Na+:52].